This data is from Catalyst prediction with 721,799 reactions and 888 catalyst types from USPTO. The task is: Predict which catalyst facilitates the given reaction. (1) Reactant: C1CCN2C(=NCCC2)CC1.[C:12]([O:16][C:17]([NH:19][OH:20])=[O:18])([CH3:15])([CH3:14])[CH3:13].Br[CH2:22][CH2:23][CH2:24][CH2:25][CH2:26][CH2:27][OH:28]. Product: [C:12]([O:16][C:17]([NH:19][O:20][CH2:22][CH2:23][CH2:24][CH2:25][CH2:26][CH2:27][OH:28])=[O:18])([CH3:15])([CH3:14])[CH3:13]. The catalyst class is: 2. (2) Reactant: [CH:1]([C:4]1[CH:5]=[CH:6][C:7]([CH3:11])=[C:8]([OH:10])[CH:9]=1)([CH3:3])[CH3:2].[S-:12][C:13]#[N:14].[Na+].[Br-].[Na+].BrBr. Product: [CH:1]([C:4]1[C:5]([S:12][C:13]#[N:14])=[CH:6][C:7]([CH3:11])=[C:8]([OH:10])[CH:9]=1)([CH3:3])[CH3:2]. The catalyst class is: 5. (3) Reactant: C(OC([N:8]1[CH2:12][CH2:11][CH:10]([CH:13]([C:22]2[CH:27]=[CH:26][CH:25]=[CH:24][CH:23]=2)[O:14][C:15]2[CH:20]=[CH:19][CH:18]=[CH:17][C:16]=2[CH3:21])[CH2:9]1)=O)(C)(C)C. Product: [C:22]1([CH:13]([O:14][C:15]2[CH:20]=[CH:19][CH:18]=[CH:17][C:16]=2[CH3:21])[CH:10]2[CH2:11][CH2:12][NH:8][CH2:9]2)[CH:23]=[CH:24][CH:25]=[CH:26][CH:27]=1. The catalyst class is: 422. (4) Reactant: Cl.[NH2:2][C@@H:3]([CH2:8][CH2:9][CH2:10][CH2:11][NH:12][C:13]([O:15][C:16]([CH3:19])([CH3:18])[CH3:17])=[O:14])[C:4]([O:6][CH3:7])=[O:5].[C:20]1([CH:26]([C:37]2[CH:42]=[CH:41][CH:40]=[CH:39][CH:38]=2)[N:27]2[CH:32]=[CH:31][CH:30]=[C:29]([C:33](O)=[O:34])[C:28]2=[O:36])[CH:25]=[CH:24][CH:23]=[CH:22][CH:21]=1.C(N(C(C)C)CC)(C)C.CN(C(ON1N=NC2C=CC=CC1=2)=[N+](C)C)C.F[P-](F)(F)(F)(F)F. Product: [C:16]([O:15][C:13]([NH:12][CH2:11][CH2:10][CH2:9][CH2:8][C@H:3]([NH:2][C:33]([C:29]1[C:28](=[O:36])[N:27]([CH:26]([C:20]2[CH:25]=[CH:24][CH:23]=[CH:22][CH:21]=2)[C:37]2[CH:38]=[CH:39][CH:40]=[CH:41][CH:42]=2)[CH:32]=[CH:31][CH:30]=1)=[O:34])[C:4]([O:6][CH3:7])=[O:5])=[O:14])([CH3:19])([CH3:18])[CH3:17]. The catalyst class is: 39. (5) Product: [CH:1]([O:4][C:5]1[CH:14]=[CH:13][C:8]([C:9]([OH:11])=[O:10])=[CH:7][C:6]=1[CH2:15][O:16][CH3:17])([CH3:3])[CH3:2]. Reactant: [CH:1]([O:4][C:5]1[CH:14]=[CH:13][C:8]([C:9]([O:11]C)=[O:10])=[CH:7][C:6]=1[CH2:15][O:16][CH3:17])([CH3:3])[CH3:2].[OH-].[Na+]. The catalyst class is: 88.